From a dataset of NCI-60 drug combinations with 297,098 pairs across 59 cell lines. Regression. Given two drug SMILES strings and cell line genomic features, predict the synergy score measuring deviation from expected non-interaction effect. (1) Drug 1: CC1=C2C(C(=O)C3(C(CC4C(C3C(C(C2(C)C)(CC1OC(=O)C(C(C5=CC=CC=C5)NC(=O)OC(C)(C)C)O)O)OC(=O)C6=CC=CC=C6)(CO4)OC(=O)C)OC)C)OC. Drug 2: C1=NC2=C(N1)C(=S)N=C(N2)N. Cell line: COLO 205. Synergy scores: CSS=38.6, Synergy_ZIP=-6.58, Synergy_Bliss=-12.0, Synergy_Loewe=-21.9, Synergy_HSA=-9.01. (2) Drug 1: CC1=C(C(=CC=C1)Cl)NC(=O)C2=CN=C(S2)NC3=CC(=NC(=N3)C)N4CCN(CC4)CCO. Drug 2: CC1CCCC2(C(O2)CC(NC(=O)CC(C(C(=O)C(C1O)C)(C)C)O)C(=CC3=CSC(=N3)C)C)C. Cell line: OVCAR-4. Synergy scores: CSS=39.5, Synergy_ZIP=0.981, Synergy_Bliss=0.273, Synergy_Loewe=-9.66, Synergy_HSA=2.46. (3) Drug 1: CCN(CC)CCNC(=O)C1=C(NC(=C1C)C=C2C3=C(C=CC(=C3)F)NC2=O)C. Drug 2: CNC(=O)C1=NC=CC(=C1)OC2=CC=C(C=C2)NC(=O)NC3=CC(=C(C=C3)Cl)C(F)(F)F. Cell line: CAKI-1. Synergy scores: CSS=-0.640, Synergy_ZIP=-6.41, Synergy_Bliss=-9.69, Synergy_Loewe=-16.4, Synergy_HSA=-9.45. (4) Drug 1: CN(C)C1=NC(=NC(=N1)N(C)C)N(C)C. Drug 2: CC1=C(C=C(C=C1)C(=O)NC2=CC(=CC(=C2)C(F)(F)F)N3C=C(N=C3)C)NC4=NC=CC(=N4)C5=CN=CC=C5. Cell line: MCF7. Synergy scores: CSS=-5.71, Synergy_ZIP=1.17, Synergy_Bliss=0.131, Synergy_Loewe=-4.31, Synergy_HSA=-3.34. (5) Drug 1: CCCS(=O)(=O)NC1=C(C(=C(C=C1)F)C(=O)C2=CNC3=C2C=C(C=N3)C4=CC=C(C=C4)Cl)F. Drug 2: C(CN)CNCCSP(=O)(O)O. Cell line: HS 578T. Synergy scores: CSS=-2.08, Synergy_ZIP=3.14, Synergy_Bliss=4.20, Synergy_Loewe=-3.09, Synergy_HSA=-2.36. (6) Drug 1: CN1CCC(CC1)COC2=C(C=C3C(=C2)N=CN=C3NC4=C(C=C(C=C4)Br)F)OC. Drug 2: C1C(C(OC1N2C=NC3=C2NC=NCC3O)CO)O. Cell line: M14. Synergy scores: CSS=1.65, Synergy_ZIP=6.20, Synergy_Bliss=3.64, Synergy_Loewe=0.728, Synergy_HSA=0.788. (7) Drug 1: C1CCC(CC1)NC(=O)N(CCCl)N=O. Drug 2: CC12CCC3C(C1CCC2O)C(CC4=C3C=CC(=C4)O)CCCCCCCCCS(=O)CCCC(C(F)(F)F)(F)F. Cell line: OVCAR-5. Synergy scores: CSS=6.84, Synergy_ZIP=-3.08, Synergy_Bliss=-2.25, Synergy_Loewe=-3.09, Synergy_HSA=-3.03.